This data is from Full USPTO retrosynthesis dataset with 1.9M reactions from patents (1976-2016). The task is: Predict the reactants needed to synthesize the given product. Given the product [NH2:20][C@H:7]1[CH2:8][CH2:9][N:4]([C:1](=[O:3])[CH3:2])[CH2:5][C@H:6]1[CH3:11], predict the reactants needed to synthesize it. The reactants are: [C:1]([N:4]1[CH2:9][CH2:8][C:7](=O)[CH:6]([CH3:11])[CH2:5]1)(=[O:3])[CH3:2].Cl.C[C@H]1[C@@H]([NH2:20])CCOC1.